This data is from Forward reaction prediction with 1.9M reactions from USPTO patents (1976-2016). The task is: Predict the product of the given reaction. The product is: [N:11]1([CH2:10][CH2:9][NH:8][C:5]2[N:4]=[C:3]([C:16]3[S:20][C:19]4[C:21]([C:77]5[C:35]([F:34])=[CH:36][N:37]=[C:38]6[NH:39][CH:40]=[CH:79][C:78]=56)=[CH:22][CH:23]=[CH:24][C:18]=4[CH:17]=3)[C:2]([F:1])=[CH:7][N:6]=2)[CH:15]=[CH:14][N:13]=[N:12]1. Given the reactants [F:1][C:2]1[C:3]([C:16]2[S:20][C:19]3[C:21](B4OC(C)(C)C(C)(C)O4)=[CH:22][CH:23]=[CH:24][C:18]=3[CH:17]=2)=[N:4][C:5]([NH:8][CH2:9][CH2:10][N:11]2[CH:15]=[CH:14][N:13]=[N:12]2)=[N:6][CH:7]=1.[F:34][C:35]1C2[C:38](=[N:39][CH:40]=CC=2Br)[NH:37][CH:36]=1.O.O.O.O.O.O.O.O.[OH-].[Ba+2].[OH-].C(=O)([O-])[O-].[Na+].[Na+].C(=O)([O-])[O-].[K+].[K+].C(=O)(O)[O-].[Na+].C(Cl)(Cl)Cl.[CH3:77][CH:78](O)[CH3:79], predict the reaction product.